From a dataset of Reaction yield outcomes from USPTO patents with 853,638 reactions. Predict the reaction yield, written as a fraction of the theoretical maximum amount of product (1.0 means a 100% yield; for example, 0.34 means a 34% yield). The reactants are Br[C:2]1[CH:3]=[C:4]2[C:8](=[CH:9][CH:10]=1)[N:7]([C:11]1[CH:16]=[CH:15][CH:14]=[CH:13][CH:12]=1)[C:6](=[O:17])/[C:5]/2=[N:18]\[C:19]1[CH:24]=[CH:23][CH:22]=[C:21]([C:25]([F:28])([F:27])[F:26])[CH:20]=1.[C:29]1(B(O)O)[CH:34]=[CH:33][CH:32]=[CH:31][CH:30]=1.C([O-])([O-])=O.[Na+].[Na+]. The catalyst is C1COCC1.C1C=CC([P]([Pd]([P](C2C=CC=CC=2)(C2C=CC=CC=2)C2C=CC=CC=2)([P](C2C=CC=CC=2)(C2C=CC=CC=2)C2C=CC=CC=2)[P](C2C=CC=CC=2)(C2C=CC=CC=2)C2C=CC=CC=2)(C2C=CC=CC=2)C2C=CC=CC=2)=CC=1. The product is [C:8]1([N:7]2[C:11]3[C:12](=[CH:13][C:14]([C:29]4[CH:34]=[CH:33][CH:32]=[CH:31][CH:30]=4)=[CH:15][CH:16]=3)/[C:5](=[N:18]/[C:19]3[CH:24]=[CH:23][CH:22]=[C:21]([C:25]([F:28])([F:27])[F:26])[CH:20]=3)/[C:6]2=[O:17])[CH:9]=[CH:10][CH:2]=[CH:3][CH:4]=1. The yield is 0.180.